This data is from Full USPTO retrosynthesis dataset with 1.9M reactions from patents (1976-2016). The task is: Predict the reactants needed to synthesize the given product. (1) The reactants are: [CH3:1][O:2][C:3](=[O:15])[C:4]1[C:5](=[C:10]([OH:14])[CH:11]=[CH:12][CH:13]=1)[C:6]([O:8][CH3:9])=[O:7].C(=O)([O-])[O-].[K+].[K+].[Cl:22][C:23]1[CH:24]=[C:25]([CH:28]=[CH:29][CH:30]=1)[CH2:26]Br. Given the product [CH3:1][O:2][C:3](=[O:15])[C:4]1[C:5](=[C:10]([O:14][CH2:26][C:25]2[CH:28]=[CH:29][CH:30]=[C:23]([Cl:22])[CH:24]=2)[CH:11]=[CH:12][CH:13]=1)[C:6]([O:8][CH3:9])=[O:7], predict the reactants needed to synthesize it. (2) Given the product [Cl:1][C:2]1[C:7]([Cl:8])=[CH:6][C:5]([NH:9][CH2:15][C:16]([O:18][CH2:19][CH3:20])=[O:17])=[C:4]([CH2:10][CH3:11])[CH:3]=1, predict the reactants needed to synthesize it. The reactants are: [Cl:1][C:2]1[C:7]([Cl:8])=[CH:6][C:5]([NH2:9])=[C:4]([CH2:10][CH3:11])[CH:3]=1.[H-].[Na+].Br[CH2:15][C:16]([O:18][CH2:19][CH3:20])=[O:17]. (3) Given the product [CH2:6]([C@H:5]([NH:13][C:14](=[O:22])[O:15][CH2:16][C:17]1[S:21][CH:20]=[N:19][CH:18]=1)[C@@H:4]([OH:23])[CH2:3][C@@H:2]([NH:1][C:36]([NH:35][C:31]([CH3:34])([CH3:33])[CH3:32])=[O:37])[CH2:24][C:25]1[CH:26]=[CH:27][CH:28]=[CH:29][CH:30]=1)[C:7]1[CH:12]=[CH:11][CH:10]=[CH:9][CH:8]=1, predict the reactants needed to synthesize it. The reactants are: [NH2:1][C@@H:2]([CH2:24][C:25]1[CH:30]=[CH:29][CH:28]=[CH:27][CH:26]=1)[CH2:3][C@H:4]([OH:23])[C@@H:5]([NH:13][C:14](=[O:22])[O:15][CH2:16][C:17]1[S:21][CH:20]=[N:19][CH:18]=1)[CH2:6][C:7]1[CH:12]=[CH:11][CH:10]=[CH:9][CH:8]=1.[C:31]([N:35]=[C:36]=[O:37])([CH3:34])([CH3:33])[CH3:32]. (4) Given the product [CH:20]([N:16]1[C:15]([C:9]2[S:10][C:11]3[CH2:12][CH2:13][O:14][C:5]4[CH:4]=[CH:3][C:2]([C:31]5[C:26]([C:25]([F:36])([F:35])[F:24])=[N:27][CH:28]=[CH:29][CH:30]=5)=[CH:23][C:6]=4[C:7]=3[N:8]=2)=[N:19][CH:18]=[N:17]1)([CH3:22])[CH3:21], predict the reactants needed to synthesize it. The reactants are: Br[C:2]1[CH:3]=[CH:4][C:5]2[O:14][CH2:13][CH2:12][C:11]3[S:10][C:9]([C:15]4[N:16]([CH:20]([CH3:22])[CH3:21])[N:17]=[CH:18][N:19]=4)=[N:8][C:7]=3[C:6]=2[CH:23]=1.[F:24][C:25]([F:36])([F:35])[C:26]1[C:31](B(O)O)=[CH:30][CH:29]=[CH:28][N:27]=1. (5) Given the product [O:15]1[CH2:16][CH2:17][CH:12]([CH2:10][C:9]2[N:4]3[N:3]=[C:2]([NH2:1])[N:18]=[C:5]3[CH:6]=[CH:7][CH:8]=2)[CH2:13][CH2:14]1, predict the reactants needed to synthesize it. The reactants are: [NH2:1][C:2]1[N:18]=[C:5]2[CH:6]=[CH:7][CH:8]=[C:9]([C:10]([CH:12]3[CH2:17][CH2:16][O:15][CH2:14][CH2:13]3)=O)[N:4]2[N:3]=1.O.NN.[OH-].[K+].Cl. (6) The reactants are: C(O)(C(F)(F)F)=O.C(OC([NH:15][C:16]1[S:20][C:19]([C:21]2[C:26]([F:27])=[CH:25][CH:24]=[CH:23][C:22]=2[F:28])=[N:18][C:17]=1[C:29]([NH:31][C:32]1[C:33]([N:43]2[CH2:48][CH2:47][CH2:46][C@H:45]([NH:49]C(=O)OC(C)(C)C)[CH2:44]2)=[C:34]2[CH2:40][CH2:39][CH:38]([C:41]#[N:42])[C:35]2=[N:36][CH:37]=1)=[O:30])=O)(C)(C)C. Given the product [NH2:15][C:16]1[S:20][C:19]([C:21]2[C:26]([F:27])=[CH:25][CH:24]=[CH:23][C:22]=2[F:28])=[N:18][C:17]=1[C:29]([NH:31][C:32]1[C:33]([N:43]2[CH2:48][CH2:47][CH2:46][C@H:45]([NH2:49])[CH2:44]2)=[C:34]2[CH2:40][CH2:39][CH:38]([C:41]#[N:42])[C:35]2=[N:36][CH:37]=1)=[O:30], predict the reactants needed to synthesize it. (7) Given the product [N:1]1([CH2:12][CH2:11][OH:10])[C:5]2[CH:6]=[CH:7][CH:8]=[CH:9][C:4]=2[N:3]=[CH:2]1, predict the reactants needed to synthesize it. The reactants are: [N:1]1[C:5]2[CH:6]=[CH:7][CH:8]=[CH:9][C:4]=2[NH:3][CH:2]=1.[O:10]1CC[CH2:12][CH2:11]1.[H-].[Na+]. (8) Given the product [CH:35]1([C@H:22]([NH:23][C:24]([CH:26]2[CH2:27][C:28]3[C:33](=[CH:32][CH:31]=[CH:30][CH:29]=3)[CH2:34]2)=[O:25])[C:21]([NH:20][C@@H:10]([CH2:11][C:12]2[CH:17]=[CH:16][C:15]([O:18][CH3:19])=[CH:14][CH:13]=2)[C:9]([OH:39])=[O:8])=[O:38])[CH2:37][CH2:36]1, predict the reactants needed to synthesize it. The reactants are: C([O:8][C:9](=[O:39])[C@@H:10]([NH:20][C:21](=[O:38])[C@H:22]([CH:35]1[CH2:37][CH2:36]1)[NH:23][C:24]([CH:26]1[CH2:34][C:33]2[C:28](=[CH:29][CH:30]=[CH:31][CH:32]=2)[CH2:27]1)=[O:25])[CH2:11][C:12]1[CH:17]=[CH:16][C:15]([O:18][CH3:19])=[CH:14][CH:13]=1)C1C=CC=CC=1.C1COCC1.CN(C=O)C. (9) Given the product [Br:1][C:2]1[S:3][C:4]([C:12](=[O:30])[C:13]2[CH:18]=[CH:17][C:16]([C:19]#[C:20][C:21]3[CH:22]=[CH:23][CH:24]=[CH:25][CH:26]=3)=[C:15]([NH2:27])[CH:14]=2)=[CH:5][C:6]=1[CH2:7][C:8]([O:10][CH3:11])=[O:9], predict the reactants needed to synthesize it. The reactants are: [Br:1][C:2]1[S:3][C:4]([C:12](=[O:30])[C:13]2[CH:18]=[CH:17][C:16]([C:19]#[C:20][C:21]3[CH:26]=[CH:25][CH:24]=[CH:23][CH:22]=3)=[C:15]([N+:27]([O-])=O)[CH:14]=2)=[CH:5][C:6]=1[CH2:7][C:8]([O:10][CH3:11])=[O:9].C([O-])(O)=O.[Na+].